Task: Predict which catalyst facilitates the given reaction.. Dataset: Catalyst prediction with 721,799 reactions and 888 catalyst types from USPTO (1) Reactant: [F:1][C:2]([F:11])([F:10])[C:3]1[N:8]=[C:7]([NH2:9])[CH:6]=[CH:5][CH:4]=1.[Br:12]Br. Product: [Br:12][C:6]1[C:7]([NH2:9])=[N:8][C:3]([C:2]([F:1])([F:10])[F:11])=[CH:4][CH:5]=1. The catalyst class is: 4. (2) Reactant: [N+:1]([O-:4])(O)=[O:2].[CH3:5][C:6]1[CH:12]=[C:11]([CH3:13])[CH:10]=[CH:9][C:7]=1[NH2:8].[OH-].[Na+]. Product: [CH3:5][C:6]1[CH:12]=[C:11]([CH3:13])[CH:10]=[CH:9][C:7]=1[NH:8][N+:1]([O-:4])=[O:2]. The catalyst class is: 65. (3) Reactant: [CH2:1]([O:3][C:4]([N:6]1[CH2:15][CH2:14][C:13]2[C:8](=[CH:9][C:10]([O:16]C(OCC)=O)=[CH:11][CH:12]=2)[CH2:7]1)=[O:5])[CH3:2].C(=O)([O-])[O-].[K+].[K+].O. Product: [CH2:1]([O:3][C:4]([N:6]1[CH2:15][CH2:14][C:13]2[C:8](=[CH:9][C:10]([OH:16])=[CH:11][CH:12]=2)[CH2:7]1)=[O:5])[CH3:2]. The catalyst class is: 8. (4) Reactant: [Cl:1][C:2]1[CH:3]=[C:4]2[C:8](=[CH:9][CH:10]=1)[N:7]([C:11]1[N:15]([CH3:16])[N:14]=[C:13]([CH3:17])[C:12]=1[CH2:18][CH2:19][CH2:20][OH:21])[CH:6]=[CH:5]2.[CH2:22]([N:24]=[C:25]=[O:26])[CH3:23]. Product: [CH2:22]([NH:24][C:25](=[O:26])[O:21][CH2:20][CH2:19][CH2:18][C:12]1[C:13]([CH3:17])=[N:14][N:15]([CH3:16])[C:11]=1[N:7]1[C:8]2[C:4](=[CH:3][C:2]([Cl:1])=[CH:10][CH:9]=2)[CH:5]=[CH:6]1)[CH3:23]. The catalyst class is: 17.